From a dataset of Catalyst prediction with 721,799 reactions and 888 catalyst types from USPTO. Predict which catalyst facilitates the given reaction. (1) Reactant: [Cl:1][C:2]1[CH:7]=[CH:6][C:5]([C:8]2[S:12][C:11]([C:13]([OH:15])=O)=[CH:10][C:9]=2[CH2:16][C:17]([O:19][CH:20]([CH3:22])C)=[O:18])=[CH:4][CH:3]=1.C(Cl)CCl.C1C=CC2N(O)N=[N:33][C:31]=2[CH:32]=1.C(N(CC)CC)C.C[O:45][C:46]1C=C(C=C[CH:52]=1)N. Product: [Cl:1][C:2]1[CH:3]=[CH:4][C:5]([C:8]2[S:12][C:11]([C:13]([N:33]3[CH2:31][CH2:32][O:45][CH2:46][CH2:52]3)=[O:15])=[CH:10][C:9]=2[CH2:16][C:17]([O:19][CH2:20][CH3:22])=[O:18])=[CH:6][CH:7]=1. The catalyst class is: 42. (2) Reactant: C(N(CC)CC)C.[CH3:8][N:9]1[CH:13]=[C:12]([C:14]2[CH:15]=[C:16]3[C:22]([C:23]#[N:24])=[CH:21][NH:20][C:17]3=[N:18][CH:19]=2)[CH:11]=[N:10]1.[C:25]1([S:31](Cl)(=[O:33])=[O:32])[CH:30]=[CH:29][CH:28]=[CH:27][CH:26]=1. Product: [C:25]1([S:31]([N:20]2[C:17]3=[N:18][CH:19]=[C:14]([C:12]4[CH:11]=[N:10][N:9]([CH3:8])[CH:13]=4)[CH:15]=[C:16]3[C:22]([C:23]#[N:24])=[CH:21]2)(=[O:33])=[O:32])[CH:30]=[CH:29][CH:28]=[CH:27][CH:26]=1. The catalyst class is: 119. (3) Reactant: CN(C(ON1N=NC2C=CC=NC1=2)=[N+](C)C)C.F[P-](F)(F)(F)(F)F.C(O)(C(F)(F)F)=O.[Br:32][C:33]1[CH:34]=[C:35]2[C:40](=[CH:41][CH:42]=1)[CH:39]=[C:38]([C:43]1[N:44]=[C:45]([C@@H:48]3[CH2:53][C@@H:52]4[C@@H:50]([CH2:51]4)[NH:49]3)[NH:46][CH:47]=1)[CH:37]=[CH:36]2.[CH3:54][O:55][C:56]([NH:58][C@@H:59]([CH:63]([CH3:65])[CH3:64])[C:60](O)=[O:61])=[O:57].CCN(C(C)C)C(C)C. Product: [Br:32][C:33]1[CH:34]=[C:35]2[C:40](=[CH:41][CH:42]=1)[CH:39]=[C:38]([C:43]1[N:44]=[C:45]([C@@H:48]3[CH2:53][C@@H:52]4[C@@H:50]([CH2:51]4)[N:49]3[C:60](=[O:61])[C@@H:59]([NH:58][C:56](=[O:57])[O:55][CH3:54])[CH:63]([CH3:65])[CH3:64])[NH:46][CH:47]=1)[CH:37]=[CH:36]2. The catalyst class is: 31. (4) Reactant: [F:1][C:2]1[CH:7]=[C:6]([C:8]2[O:9][C:10]3[CH:16]=[C:15]([F:17])[CH:14]=[CH:13][C:11]=3[N:12]=2)[CH:5]=[CH:4][C:3]=1[C:18]([N:20]1[CH2:25][CH2:24][N:23](C(OC(C)(C)C)=O)[CH2:22][CH2:21]1)=[O:19].Cl. Product: [F:1][C:2]1[CH:7]=[C:6]([C:8]2[O:9][C:10]3[CH:16]=[C:15]([F:17])[CH:14]=[CH:13][C:11]=3[N:12]=2)[CH:5]=[CH:4][C:3]=1[C:18]([N:20]1[CH2:25][CH2:24][NH:23][CH2:22][CH2:21]1)=[O:19]. The catalyst class is: 4. (5) Reactant: [BH4-].[BH4-].[BH4-].[BH4-].[Na+].[Na+].[Na+].[Na+].[CH3:9][O:10][C:11]1[C:12]([O:43][CH3:44])=[CH:13][C:14]2[N:20](COCC[Si](C)(C)C)[C:19](=O)[C@@H:18]3[CH2:30][C:31]([C:33]4[CH:38]=[CH:37][C:36]([O:39][CH3:40])=[CH:35][CH:34]=4)=[CH:32][N:17]3[C:16](=[O:41])[C:15]=2[CH:42]=1.CCO.C1COCC1. Product: [CH3:9][O:10][C:11]1[C:12]([O:43][CH3:44])=[CH:13][C:14]2[N:20]=[CH:19][C@@H:18]3[CH2:30][C:31]([C:33]4[CH:34]=[CH:35][C:36]([O:39][CH3:40])=[CH:37][CH:38]=4)=[CH:32][N:17]3[C:16](=[O:41])[C:15]=2[CH:42]=1. The catalyst class is: 6. (6) Reactant: Cl.[C:2]1([C:19]2[CH:24]=[CH:23][CH:22]=[CH:21][CH:20]=2)[CH:7]=[CH:6][C:5]([C:8]2[N:9]=[C:10]([CH:13]3[CH2:18][CH2:17][NH:16][CH2:15][CH2:14]3)[NH:11][CH:12]=2)=[CH:4][CH:3]=1.C(N(CC)CC)C.[CH2:32](Br)[C:33]1[CH:38]=[CH:37][CH:36]=[CH:35][CH:34]=1. Product: [CH2:32]([N:16]1[CH2:17][CH2:18][CH:13]([C:10]2[NH:11][CH:12]=[C:8]([C:5]3[CH:6]=[CH:7][C:2]([C:19]4[CH:20]=[CH:21][CH:22]=[CH:23][CH:24]=4)=[CH:3][CH:4]=3)[N:9]=2)[CH2:14][CH2:15]1)[C:33]1[CH:38]=[CH:37][CH:36]=[CH:35][CH:34]=1. The catalyst class is: 10.